Dataset: Full USPTO retrosynthesis dataset with 1.9M reactions from patents (1976-2016). Task: Predict the reactants needed to synthesize the given product. (1) Given the product [CH3:24][C:25]1[CH:30]=[C:29]([CH3:31])[CH:28]=[CH:27][C:26]=1[NH:32][C:33]([NH:1][C:2]1[CH:3]=[CH:4][C:5]([C:8]2[CH:13]=[CH:12][C:11]([C:14]([NH:16][C:17]([CH3:23])([C:19]([OH:21])=[O:20])[CH3:18])=[O:15])=[CH:10][CH:9]=2)=[CH:6][CH:7]=1)=[O:34], predict the reactants needed to synthesize it. The reactants are: [NH2:1][C:2]1[CH:7]=[CH:6][C:5]([C:8]2[CH:13]=[CH:12][C:11]([C:14]([NH:16][C:17]([CH3:23])([C:19]([O:21]C)=[O:20])[CH3:18])=[O:15])=[CH:10][CH:9]=2)=[CH:4][CH:3]=1.[CH3:24][C:25]1[CH:30]=[C:29]([CH3:31])[CH:28]=[CH:27][C:26]=1[N:32]=[C:33]=[O:34].[OH-].[Na+]. (2) Given the product [CH3:17][C:12]1[N:11]([C:3]2[CH:4]=[CH:5][C:6]([NH2:8])=[CH:7][C:2]=2[F:1])[CH:15]=[C:14]([CH3:16])[N:13]=1, predict the reactants needed to synthesize it. The reactants are: [F:1][C:2]1[CH:7]=[C:6]([N+:8]([O-])=O)[CH:5]=[CH:4][C:3]=1[N:11]1[CH:15]=[C:14]([CH3:16])[N:13]=[C:12]1[CH3:17]. (3) Given the product [Cl:1][C:2]1[CH:8]=[C:7]([O:9][C:10]2[C:11]3[N:18]([CH3:19])[CH:17]=[CH:16][C:12]=3[N:13]=[CH:14][N:15]=2)[CH:6]=[CH:5][C:3]=1[NH:4][C:27]([NH:36][C:37]1[CH:42]=[C:41]([C:43]([F:44])([F:46])[F:45])[CH:40]=[CH:39][N:38]=1)=[O:28], predict the reactants needed to synthesize it. The reactants are: [Cl:1][C:2]1[CH:8]=[C:7]([O:9][C:10]2[C:11]3[N:18]([CH3:19])[CH:17]=[CH:16][C:12]=3[N:13]=[CH:14][N:15]=2)[CH:6]=[CH:5][C:3]=1[NH2:4].N1C=CC=CC=1.Cl[C:27](OC1C=CC=CC=1)=[O:28].[NH2:36][C:37]1[CH:42]=[C:41]([C:43]([F:46])([F:45])[F:44])[CH:40]=[CH:39][N:38]=1. (4) Given the product [ClH:18].[NH2:10][CH:7]1[CH2:6][CH2:5][N:4]([C:2]2[S:3][C:19]([C:20]([O:22][CH2:23][CH3:24])=[O:21])=[C:25]([CH2:26][O:27][CH2:28][CH2:29][O:30][CH3:31])[N:1]=2)[CH2:9][CH2:8]1, predict the reactants needed to synthesize it. The reactants are: [NH2:1][C:2]([N:4]1[CH2:9][CH2:8][CH:7]([NH:10]C(=O)OC(C)(C)C)[CH2:6][CH2:5]1)=[S:3].[Cl:18][CH:19]([C:25](=O)[CH2:26][O:27][CH2:28][CH2:29][O:30][CH3:31])[C:20]([O:22][CH2:23][CH3:24])=[O:21]. (5) Given the product [CH2:22]([O:21][C:17]([CH:18]1[C:6]2[NH:7][C:8]3[C:13](=[CH:12][CH:11]=[CH:10][CH:9]=3)[C:5]=2[CH2:4][CH2:3][NH:2]1)=[O:20])[CH3:23], predict the reactants needed to synthesize it. The reactants are: Cl.[NH2:2][CH2:3][CH2:4][C:5]1[C:13]2[C:8](=[CH:9][CH:10]=[CH:11][CH:12]=2)[NH:7][CH:6]=1.CCO.[C:17]([O:21][CH2:22][CH3:23])(=[O:20])[CH:18]=O.N#N. (6) Given the product [CH3:29][C:20]1[CH:19]=[C:18]([N:15]2[CH2:16][CH2:17][N:12]([C@@H:10]3[CH2:11][NH:7][C@H:8]([C:30]([N:32]4[CH2:36][CH2:35][S:34][CH2:33]4)=[O:31])[CH2:9]3)[CH2:13][CH2:14]2)[N:22]([C:23]2[CH:28]=[CH:27][CH:26]=[CH:25][CH:24]=2)[N:21]=1, predict the reactants needed to synthesize it. The reactants are: CC(C)(OC([N:7]1[CH2:11][C@@H:10]([N:12]2[CH2:17][CH2:16][N:15]([C:18]3[N:22]([C:23]4[CH:28]=[CH:27][CH:26]=[CH:25][CH:24]=4)[N:21]=[C:20]([CH3:29])[CH:19]=3)[CH2:14][CH2:13]2)[CH2:9][C@H:8]1[C:30]([N:32]1[CH2:36][CH2:35][S:34][CH2:33]1)=[O:31])=O)C.FC(F)(F)C(O)=O.